Dataset: Full USPTO retrosynthesis dataset with 1.9M reactions from patents (1976-2016). Task: Predict the reactants needed to synthesize the given product. (1) Given the product [F:10][C:11]1[CH:12]=[CH:13][C:14]([C:17]2[O:18][C:19]3[CH:30]=[C:29]([N+:31]([O-:33])=[O:32])[C:28]([C:1]4[CH:6]=[CH:5][CH:4]=[CH:3][CH:2]=4)=[CH:27][C:20]=3[C:21]=2[C:22]([O:24][CH2:25][CH3:26])=[O:23])=[CH:15][CH:16]=1, predict the reactants needed to synthesize it. The reactants are: [C:1]1(B(O)O)[CH:6]=[CH:5][CH:4]=[CH:3][CH:2]=1.[F:10][C:11]1[CH:16]=[CH:15][C:14]([C:17]2[O:18][C:19]3[CH:30]=[C:29]([N+:31]([O-:33])=[O:32])[C:28](OS(C(F)(F)F)(=O)=O)=[CH:27][C:20]=3[C:21]=2[C:22]([O:24][CH2:25][CH3:26])=[O:23])=[CH:13][CH:12]=1. (2) Given the product [Cl:1][C:2]1[S:6][C:5]([S:7]([NH:10][C@H:11]([CH:19]=[O:20])[C@H:12]([CH3:18])[CH2:13][C:14]([F:15])([F:16])[F:17])(=[O:9])=[O:8])=[CH:4][CH:3]=1, predict the reactants needed to synthesize it. The reactants are: [Cl:1][C:2]1[S:6][C:5]([S:7]([NH:10][C@H:11]([CH2:19][OH:20])[C@H:12]([CH3:18])[CH2:13][C:14]([F:17])([F:16])[F:15])(=[O:9])=[O:8])=[CH:4][CH:3]=1.CC(OI1(OC(C)=O)(OC(C)=O)OC(=O)C2C=CC=CC1=2)=O.S([O-])([O-])(=O)=S.[Na+].[Na+]. (3) Given the product [C:1]([O:5][C:6]([N:8]1[CH2:9][CH2:10][C:11]([C:14]2[CH:19]=[C:18]([F:20])[CH:17]=[CH:16][C:15]=2[S:21][C:25]2[CH:26]=[CH:27][C:28]([O:30][CH3:31])=[CH:29][C:24]=2[F:23])([OH:22])[CH2:12][CH2:13]1)=[O:7])([CH3:4])([CH3:2])[CH3:3], predict the reactants needed to synthesize it. The reactants are: [C:1]([O:5][C:6]([N:8]1[CH2:13][CH2:12][C:11]([OH:22])([C:14]2[CH:19]=[C:18]([F:20])[CH:17]=[CH:16][C:15]=2[SH:21])[CH2:10][CH2:9]1)=[O:7])([CH3:4])([CH3:3])[CH3:2].[F:23][C:24]1[CH:29]=[C:28]([O:30][CH3:31])[CH:27]=[CH:26][C:25]=1I.FC1C=C(O)C=CC=1[N+]([O-])=O.NC1C=CC(O)=CC=1F.CI. (4) Given the product [F:21][C:19]1[CH:18]=[C:17]2[C:16](=[O:40])[N:15]([CH:20]=1)[CH2:14][C@H:13]([CH3:41])[CH2:12][NH:3][C:4](=[O:11])[C:35]1=[C:29]3[N:28]=[C:27]([CH:32]=[CH:31][N:30]3[N:33]=[CH:34]1)[N:23]1[C@@H:22]2[CH2:26][CH2:25][CH2:24]1, predict the reactants needed to synthesize it. The reactants are: O=C1C2C(=CC=CC=2)[C:4](=[O:11])[N:3]1[CH2:12][C@@H:13]([CH3:41])[CH2:14][N:15]1[CH:20]=[C:19]([F:21])[CH:18]=[C:17]([C@H:22]2[CH2:26][CH2:25][CH2:24][N:23]2[C:27]2[CH:32]=[CH:31][N:30]3[N:33]=[CH:34][C:35](C(OC)=O)=[C:29]3[N:28]=2)[C:16]1=[O:40].NN. (5) Given the product [Cl:18][C:4]1[C:5](=[O:17])[N:6]([C:9]2[CH:14]=[CH:13][C:12]([O:15][CH3:16])=[CH:11][CH:10]=2)[N:7]([CH3:8])[C:3]=1[CH2:2][N:32]1[CH2:31][CH2:30][C:29]2([NH:25][CH2:26][NH:27][C:28]2=[O:35])[CH2:34][CH2:33]1, predict the reactants needed to synthesize it. The reactants are: Br[CH2:2][C:3]1[N:7]([CH3:8])[N:6]([C:9]2[CH:14]=[CH:13][C:12]([O:15][CH3:16])=[CH:11][CH:10]=2)[C:5](=[O:17])[C:4]=1[Cl:18].C1([N:25]2[C:29]3([CH2:34][CH2:33][NH:32][CH2:31][CH2:30]3)[C:28](=[O:35])[NH:27][CH2:26]2)C=CC=CC=1. (6) Given the product [CH:26]1[C:20]2[N:19]3[C:15]([CH:11]4[CH:12]([CH3:14])[CH2:13][CH:9]([NH2:8])[CH2:10]4)=[CH:16][N:17]=[C:18]3[CH:23]=[N:22][C:21]=2[NH:24][CH:25]=1, predict the reactants needed to synthesize it. The reactants are: C([N:8](CC1C=CC=CC=1)[CH:9]1[CH2:13][CH:12]([CH3:14])[CH:11]([C:15]2[N:19]3[C:20]4[CH:26]=[CH:25][NH:24][C:21]=4[N:22]=[CH:23][C:18]3=[N:17][CH:16]=2)[CH2:10]1)C1C=CC=CC=1. (7) Given the product [C:13]([O:17][C:18]([CH2:19][O:3][C:4]1[CH:5]=[C:6]([C:10](=[O:12])[CH3:11])[CH:7]=[CH:8][CH:9]=1)=[O:21])([CH3:16])([CH3:15])[CH3:14], predict the reactants needed to synthesize it. The reactants are: [H-].[Na+].[OH:3][C:4]1[CH:5]=[C:6]([C:10](=[O:12])[CH3:11])[CH:7]=[CH:8][CH:9]=1.[C:13]([O:17][C:18](=[O:21])[CH2:19]Br)([CH3:16])([CH3:15])[CH3:14]. (8) Given the product [CH2:15]([N:1]1[C:5]2[N:6]=[CH:7][CH:8]=[C:9]([CH:10]=[O:11])[C:4]=2[CH:3]=[CH:2]1)[CH3:16], predict the reactants needed to synthesize it. The reactants are: [NH:1]1[C:5]2[N:6]=[CH:7][CH:8]=[C:9]([CH:10]=[O:11])[C:4]=2[CH:3]=[CH:2]1.[H-].[Na+].I[CH2:15][CH3:16].[Cl-].[NH4+]. (9) Given the product [F:11][C:12]1[CH:18]=[CH:17][C:15]([NH:16][C:2]2[CH:3]=[C:4]([CH:8]=[CH:9][N:10]=2)[C:5]([OH:7])=[O:6])=[CH:14][CH:13]=1, predict the reactants needed to synthesize it. The reactants are: F[C:2]1[CH:3]=[C:4]([CH:8]=[CH:9][N:10]=1)[C:5]([OH:7])=[O:6].[F:11][C:12]1[CH:18]=[CH:17][C:15]([NH2:16])=[CH:14][CH:13]=1.[H-].[Na+].C(O)(=O)C.